From a dataset of Reaction yield outcomes from USPTO patents with 853,638 reactions. Predict the reaction yield, written as a fraction of the theoretical maximum amount of product (1.0 means a 100% yield; for example, 0.34 means a 34% yield). (1) The reactants are [C:1]([N:4]1[C:13]2[C:8](=[CH:9][CH:10]=[CH:11][CH:12]=2)[C@H:7]([OH:14])[CH2:6][C@@H:5]1[CH3:15])(=[O:3])[CH3:2].[H-].[Na+].[CH2:18](Br)[C:19]1[CH:24]=[CH:23][CH:22]=[CH:21][CH:20]=1.O. The catalyst is O1CCCC1. The product is [C:1]([N:4]1[C:13]2[C:8](=[CH:9][CH:10]=[CH:11][CH:12]=2)[C@H:7]([O:14][CH2:18][C:19]2[CH:24]=[CH:23][CH:22]=[CH:21][CH:20]=2)[CH2:6][C@@H:5]1[CH3:15])(=[O:3])[CH3:2]. The yield is 0.310. (2) The reactants are [C:1]([CH:5]1[CH2:14][CH2:13][C:12]2[N:11]=[C:10]([S:15]([CH2:17][C:18]#[N:19])=[O:16])[C:9]([C:20]#[N:21])=[CH:8][C:7]=2[CH2:6]1)([CH3:4])([CH3:3])[CH3:2].[H-].[Na+]. The catalyst is C1COCC1. The yield is 0.540. The product is [NH2:21][C:20]1[C:9]2[C:10](=[N:11][C:12]3[CH2:13][CH2:14][CH:5]([C:1]([CH3:4])([CH3:2])[CH3:3])[CH2:6][C:7]=3[CH:8]=2)[S:15](=[O:16])[C:17]=1[C:18]#[N:19]. (3) The reactants are [Cl:1][C:2]1[CH:7]=[CH:6][C:5]([OH:8])=[CH:4][C:3]=1[C:9]([F:12])([F:11])[F:10].F[C:14]1[CH:19]=[CH:18][C:17]([C:20](=[O:22])[CH3:21])=[CH:16][CH:15]=1.C([O-])([O-])=O.[K+].[K+]. The catalyst is CN(C=O)C.CC(=O)OCC. The product is [Cl:1][C:2]1[CH:7]=[CH:6][C:5]([O:8][C:14]2[CH:19]=[CH:18][C:17]([C:20](=[O:22])[CH3:21])=[CH:16][CH:15]=2)=[CH:4][C:3]=1[C:9]([F:10])([F:11])[F:12]. The yield is 0.970. (4) The reactants are [CH3:1][C:2]([N+:22]([O-])=O)([CH3:21])[CH2:3][C:4]1[C:12]2[C:7](=[C:8]([O:13][CH2:14][C:15]3[CH:20]=[CH:19][CH:18]=[CH:17][CH:16]=3)[CH:9]=[CH:10][CH:11]=2)[NH:6][CH:5]=1.C(O)C. The catalyst is [Ni].O1CCCC1. The product is [CH3:21][C:2]([NH2:22])([CH3:1])[CH2:3][C:4]1[C:12]2[C:7](=[C:8]([O:13][CH2:14][C:15]3[CH:20]=[CH:19][CH:18]=[CH:17][CH:16]=3)[CH:9]=[CH:10][CH:11]=2)[NH:6][CH:5]=1. The yield is 0.990.